This data is from Full USPTO retrosynthesis dataset with 1.9M reactions from patents (1976-2016). The task is: Predict the reactants needed to synthesize the given product. (1) Given the product [CH3:21][S:18]([C:15]1[CH:14]=[CH:13][C:12]([C:9]2[CH:8]=[CH:7][C:6]([O:5][CH:3]3[CH2:4][N:1]([CH2:28][C:27]4[CH:26]=[N:25][C:24]([O:23][CH3:22])=[CH:31][CH:30]=4)[CH2:2]3)=[CH:11][CH:10]=2)=[CH:17][N:16]=1)(=[O:20])=[O:19], predict the reactants needed to synthesize it. The reactants are: [NH:1]1[CH2:4][CH:3]([O:5][C:6]2[CH:11]=[CH:10][C:9]([C:12]3[CH:13]=[CH:14][C:15]([S:18]([CH3:21])(=[O:20])=[O:19])=[N:16][CH:17]=3)=[CH:8][CH:7]=2)[CH2:2]1.[CH3:22][O:23][C:24]1[CH:31]=[CH:30][C:27]([CH:28]=O)=[CH:26][N:25]=1.C(O[BH-](OC(=O)C)OC(=O)C)(=O)C.[Na+]. (2) Given the product [OH:12][C:11]1([C:13]2[S:14][C:15]([C:18]3[CH:23]=[C:22]([NH:24][C:25]4[N:30]=[C:29]([C:31]([F:33])([F:34])[F:32])[CH:28]=[CH:27][N:26]=4)[CH:21]=[C:20]([CH3:35])[CH:19]=3)=[CH:16][N:17]=2)[CH2:10][CH2:9][CH2:8][C:3](=[O:4])[C:2]1([CH3:36])[CH3:1], predict the reactants needed to synthesize it. The reactants are: [CH3:1][C:2]1([CH3:36])[C:11]([C:13]2[S:14][C:15]([C:18]3[CH:23]=[C:22]([NH:24][C:25]4[N:30]=[C:29]([C:31]([F:34])([F:33])[F:32])[CH:28]=[CH:27][N:26]=4)[CH:21]=[C:20]([CH3:35])[CH:19]=3)=[CH:16][N:17]=2)([OH:12])[CH2:10][CH2:9][CH2:8][C:3]21OCC[O:4]2.Cl.C(=O)(O)[O-].[Na+]. (3) Given the product [OH:12][C:9]1[CH:10]=[CH:11][C:3]2[C:4](=[O:8])[CH2:5][CH2:6][CH2:7][C:2]=2[N:1]=1, predict the reactants needed to synthesize it. The reactants are: [NH2:1][C:2]1[CH2:7][CH2:6][CH2:5][C:4](=[O:8])[CH:3]=1.[C:9](OC)(=[O:12])[C:10]#[CH:11].